From a dataset of Full USPTO retrosynthesis dataset with 1.9M reactions from patents (1976-2016). Predict the reactants needed to synthesize the given product. (1) The reactants are: [NH2:1][CH2:2][CH2:3][NH:4]C(=O)C.C(N(CC)CC)C.[CH3:15][S:16]([Cl:19])(=[O:18])=[O:17]. Given the product [ClH:19].[NH2:1][CH2:2][CH2:3][NH:4][S:16]([CH3:15])(=[O:18])=[O:17], predict the reactants needed to synthesize it. (2) Given the product [F:15][C:16]1[CH:17]=[C:18]([NH:19][C:3](=[O:5])[CH:2]=[N:25][OH:26])[CH:20]=[CH:21][CH:22]=1, predict the reactants needed to synthesize it. The reactants are: Cl[C:2](Cl)(Cl)[CH:3]([OH:5])O.S([O-])([O-])(=O)=O.[Na+].[Na+].[F:15][C:16]1[CH:17]=[C:18]([CH:20]=[CH:21][CH:22]=1)[NH2:19].Cl.Cl.[NH2:25][OH:26]. (3) Given the product [OH:1][C:2]1[C:11]([I:15])=[CH:10][CH:9]=[C:8]2[C:3]=1[CH2:4][CH2:5][CH2:6][C:7]2=[O:12], predict the reactants needed to synthesize it. The reactants are: [OH:1][C:2]1[CH:11]=[CH:10][CH:9]=[C:8]2[C:3]=1[CH2:4][CH2:5][CH2:6][C:7]2=[O:12].II.[I:15](O)(=O)=O.